The task is: Predict the reactants needed to synthesize the given product.. This data is from Full USPTO retrosynthesis dataset with 1.9M reactions from patents (1976-2016). (1) Given the product [CH3:26][N:25]([CH3:27])[C:23](=[O:24])[CH2:22][N:12]1[CH:13]=[C:9]([B:4]2[O:5][C:6]([CH3:7])([CH3:8])[C:2]([CH3:14])([CH3:1])[O:3]2)[CH:10]=[N:11]1, predict the reactants needed to synthesize it. The reactants are: [CH3:1][C:2]1([CH3:14])[C:6]([CH3:8])([CH3:7])[O:5][B:4]([C:9]2[CH:10]=[N:11][NH:12][CH:13]=2)[O:3]1.C(=O)([O-])[O-].[Cs+].[Cs+].Cl[CH2:22][C:23]([N:25]([CH3:27])[CH3:26])=[O:24]. (2) Given the product [OH:37][CH:15]1[C:16]([C:23]2[CH:24]=[C:25]([Cl:31])[C:26]([Cl:30])=[C:27]([Cl:29])[CH:28]=2)([C:19]([F:22])([F:20])[F:21])[CH2:17][CH2:18][N:14]1[C:4]1[N:3]=[C:2]([CH3:1])[C:7]([CH2:8][NH:9][C:10](=[O:13])[CH2:11][CH3:12])=[CH:6][CH:5]=1, predict the reactants needed to synthesize it. The reactants are: [CH3:1][C:2]1[C:7]([CH2:8][NH:9][C:10](=[O:13])[CH2:11][CH3:12])=[CH:6][CH:5]=[C:4]([N:14]2[CH2:18][CH2:17][C:16]([C:23]3[CH:28]=[C:27]([Cl:29])[C:26]([Cl:30])=[C:25]([Cl:31])[CH:24]=3)([C:19]([F:22])([F:21])[F:20])[CH2:15]2)[N:3]=1.ClCCl.C(O)(=[O:37])C. (3) Given the product [NH2:25][C:3]1[C:2]([F:1])=[CH:24][C:6]2[S:7][CH2:8][CH2:9][N:10]([CH:11]3[CH2:16][CH2:15][N:14]([C:17]([O:19][C:20]([CH3:22])([CH3:23])[CH3:21])=[O:18])[CH2:13][CH2:12]3)[C:5]=2[CH:4]=1, predict the reactants needed to synthesize it. The reactants are: [F:1][C:2]1[C:3]([N+:25]([O-])=O)=[CH:4][C:5]2[N:10]([CH:11]3[CH2:16][CH2:15][N:14]([C:17]([O:19][C:20]([CH3:23])([CH3:22])[CH3:21])=[O:18])[CH2:13][CH2:12]3)[CH2:9][CH2:8][S:7][C:6]=2[CH:24]=1.O.NN. (4) The reactants are: [Cl:1][C:2]1[CH:10]=[C:9]2[C:5]([C:6]([C:11](=[O:16])[C:12]([F:15])([F:14])[F:13])=[CH:7][NH:8]2)=[CH:4][CH:3]=1.C(=O)([O-])[O-].[K+].[K+].Br[CH2:24][CH2:25][CH:26]([CH3:28])[CH3:27]. Given the product [Cl:1][C:2]1[CH:10]=[C:9]2[C:5]([C:6]([C:11](=[O:16])[C:12]([F:13])([F:14])[F:15])=[CH:7][N:8]2[CH2:24][CH2:25][CH:26]([CH3:28])[CH3:27])=[CH:4][CH:3]=1, predict the reactants needed to synthesize it. (5) Given the product [N+:25]([C:28]1[CH:29]=[C:30]([CH:34]=[CH:35][C:36]=1[O:37][C:38]1[CH:43]=[CH:42][CH:41]=[C:40]([C:44]([F:45])([F:46])[F:47])[CH:39]=1)[C:31]([OH:33])=[O:32])([O-:27])=[O:26].[C:19]1([C:62]2[CH:61]=[CH:60][CH:59]=[CH:58][CH:57]=2)[CH:18]=[CH:17][C:16]([CH2:15][C@H:5]([NH:50][C:31](=[O:32])[C:30]2[CH:34]=[CH:35][C:36]([O:37][C:38]3[CH:43]=[CH:42][CH:41]=[C:40]([C:44]([F:47])([F:46])[F:45])[CH:39]=3)=[C:28]([N+:25]([O-:27])=[O:26])[CH:29]=2)[C:6]([OH:8])=[O:7])=[CH:21][CH:20]=1, predict the reactants needed to synthesize it. The reactants are: FC1C=C[C:5]([C:6]([OH:8])=[O:7])=CC=1[N+]([O-])=O.F[C:15](F)(F)[C:16]1[CH:17]=[C:18](O)[CH:19]=[CH:20][CH:21]=1.[N+:25]([C:28]1[CH:29]=[C:30]([CH:34]=[CH:35][C:36]=1[O:37][C:38]1[CH:43]=[CH:42][CH:41]=[C:40]([C:44]([F:47])([F:46])[F:45])[CH:39]=1)[C:31]([OH:33])=[O:32])([O-:27])=[O:26].CC(C)[N:50]=C=NC(C)C.[CH:57]1[CH:58]=[CH:59][C:60]2N(O)N=N[C:61]=2[CH:62]=1. (6) Given the product [NH2:14][C:7]1[CH:6]=[C:5]2[C:10]([C:2]([CH3:1])([CH3:28])[C:3](=[O:27])[N:4]2[CH2:18][CH2:19][CH2:20][N:21]2[CH2:22][CH2:23][O:24][CH2:25][CH2:26]2)=[CH:9][C:8]=1[N+:11]([O-:13])=[O:12], predict the reactants needed to synthesize it. The reactants are: [CH3:1][C:2]1([CH3:28])[C:10]2[C:5](=[CH:6][C:7]([NH:14]C(=O)C)=[C:8]([N+:11]([O-:13])=[O:12])[CH:9]=2)[N:4]([CH2:18][CH2:19][CH2:20][N:21]2[CH2:26][CH2:25][O:24][CH2:23][CH2:22]2)[C:3]1=[O:27].Cl. (7) Given the product [Cl:1][C:2]1[S:30][C:5]2[O:6][C:7]3[CH:28]=[C:27]([CH3:29])[CH:26]=[CH:25][C:8]=3[N:9]=[C:10]([N:11]3[CH2:12][CH2:13][N:14]([CH2:17][C:18]([CH3:24])([CH3:23])[C:19]([OH:21])=[O:20])[CH2:15][CH2:16]3)[C:4]=2[CH:3]=1, predict the reactants needed to synthesize it. The reactants are: [Cl:1][C:2]1[S:30][C:5]2[O:6][C:7]3[CH:28]=[C:27]([CH3:29])[CH:26]=[CH:25][C:8]=3[N:9]=[C:10]([N:11]3[CH2:16][CH2:15][N:14]([CH2:17][C:18]([CH3:24])([CH3:23])[C:19]([O:21]C)=[O:20])[CH2:13][CH2:12]3)[C:4]=2[CH:3]=1.[OH-].[Na+].Cl.